From a dataset of Full USPTO retrosynthesis dataset with 1.9M reactions from patents (1976-2016). Predict the reactants needed to synthesize the given product. Given the product [CH2:33]([O:45][CH2:44][N:16]1[C:15]2[CH:19]=[C:11]([O:10][CH2:9][CH2:8][CH2:7][N:1]3[CH2:2][CH2:3][CH2:4][CH2:5][CH2:6]3)[CH:12]=[CH:13][C:14]=2[N:18]=[CH:17]1)[C:34]1[CH:35]=[CH:36][CH:37]=[CH:38][CH:39]=1, predict the reactants needed to synthesize it. The reactants are: [N:1]1([CH2:7][CH2:8][CH2:9][O:10][C:11]2[CH:12]=[CH:13][C:14]3[N:18]=[CH:17][NH:16][C:15]=3[CH:19]=2)[CH2:6][CH2:5][CH2:4][CH2:3][CH2:2]1.[H-].[Na+].[CH2:33](C(OC(Cl)[CH2:33][C:34]1[CH:39]=[CH:38][CH:37]=[CH:36][CH:35]=1)Cl)[C:34]1[CH:39]=[CH:38][CH:37]=[CH:36][CH:35]=1.O.CN(C)[CH:44]=[O:45].